From a dataset of Reaction yield outcomes from USPTO patents with 853,638 reactions. Predict the reaction yield, written as a fraction of the theoretical maximum amount of product (1.0 means a 100% yield; for example, 0.34 means a 34% yield). (1) The reactants are [CH2:1]([N:4]1[CH2:8][C:7]2([CH2:13][CH2:12][CH2:11][CH2:10][CH2:9]2)[O:6][C:5]1=[O:14])[C:2]#[CH:3].I[C:16]1[CH:28]=[CH:27][C:19]([CH2:20][N:21]2[CH2:26][CH2:25][O:24][CH2:23][CH2:22]2)=[CH:18][CH:17]=1.C(N(CC)CC)C. The catalyst is C(#N)C.ClCCl.C1C=CC([P]([Pd]([P](C2C=CC=CC=2)(C2C=CC=CC=2)C2C=CC=CC=2)([P](C2C=CC=CC=2)(C2C=CC=CC=2)C2C=CC=CC=2)[P](C2C=CC=CC=2)(C2C=CC=CC=2)C2C=CC=CC=2)(C2C=CC=CC=2)C2C=CC=CC=2)=CC=1.[Cu](I)I. The product is [N:21]1([CH2:20][C:19]2[CH:18]=[CH:17][C:16]([C:3]#[C:2][CH2:1][N:4]3[CH2:8][C:7]4([CH2:9][CH2:10][CH2:11][CH2:12][CH2:13]4)[O:6][C:5]3=[O:14])=[CH:28][CH:27]=2)[CH2:22][CH2:23][O:24][CH2:25][CH2:26]1. The yield is 0.410. (2) The reactants are [N+:1]([C:4]1[CH:9]=[CH:8][C:7]([S:10](Cl)(=[O:12])=[O:11])=[CH:6][CH:5]=1)([O-:3])=[O:2].CN.[CH2:16]([N:18](CC)CC)C. The catalyst is CN(C1C=CN=CC=1)C.C(Cl)Cl. The product is [CH3:16][NH:18][S:10]([C:7]1[CH:8]=[CH:9][C:4]([N+:1]([O-:3])=[O:2])=[CH:5][CH:6]=1)(=[O:12])=[O:11]. The yield is 0.290. (3) The reactants are [Cl:1][C:2]1[N:7]=[CH:6][C:5]([C:8](Cl)=[O:9])=[CH:4][CH:3]=1.Cl.CN.[CH2:14]([N:16](CC)CC)C. The catalyst is C(Cl)Cl. The product is [Cl:1][C:2]1[N:7]=[CH:6][C:5]([C:8]([NH:16][CH3:14])=[O:9])=[CH:4][CH:3]=1. The yield is 0.680. (4) The reactants are [CH:1]1([S:4]([NH2:7])(=[O:6])=[O:5])[CH2:3][CH2:2]1.[H-].[Na+].[CH3:10][C:11]1([CH3:34])[C:20]2[C:15](=[CH:16][CH:17]=[C:18]([C:21](O)=[O:22])[CH:19]=2)[NH:14][CH:13]([C:24]2[CH:29]=[CH:28][CH:27]=[C:26]([C:30]([F:33])([F:32])[F:31])[CH:25]=2)[CH2:12]1.C(N1C=CN=C1)(N1C=CN=C1)=O. The catalyst is CN(C)C=O.O. The product is [CH3:10][C:11]1([CH3:34])[C:20]2[C:15](=[CH:16][CH:17]=[C:18]([C:21]([NH:7][S:4]([CH:1]3[CH2:3][CH2:2]3)(=[O:6])=[O:5])=[O:22])[CH:19]=2)[NH:14][CH:13]([C:24]2[CH:29]=[CH:28][CH:27]=[C:26]([C:30]([F:33])([F:31])[F:32])[CH:25]=2)[CH2:12]1. The yield is 0.300. (5) The reactants are Br[C:2]1[C:6]2=[N:7][CH:8]=[CH:9][C:10]([Cl:11])=[C:5]2[S:4][CH:3]=1.[Cl:12][C:13]1[CH:18]=[C:17]([F:19])[CH:16]=[CH:15][C:14]=1B(O)O.O1CCOCC1.[O-]P([O-])([O-])=O.[K+].[K+].[K+]. The catalyst is O.C1C=CC(P(C2C=CC=CC=2)[C-]2C=CC=C2)=CC=1.C1C=CC(P(C2C=CC=CC=2)[C-]2C=CC=C2)=CC=1.Cl[Pd]Cl.[Fe+2].C(Cl)Cl. The product is [Cl:11][C:10]1[CH:9]=[CH:8][N:7]=[C:6]2[C:2]([C:14]3[CH:15]=[CH:16][C:17]([F:19])=[CH:18][C:13]=3[Cl:12])=[CH:3][S:4][C:5]=12. The yield is 0.800. (6) The reactants are [CH3:1][S-:2].[Na+].[Cl:4][C:5]1[N:10]=[C:9](Cl)[N:8]=[C:7]([CH3:12])[N:6]=1.C1(C)C=CC=CC=1. The catalyst is O. The product is [Cl:4][C:5]1[N:6]=[C:7]([CH3:12])[N:8]=[C:9]([S:2][CH3:1])[N:10]=1. The yield is 0.780. (7) The reactants are [NH2:1][C:2]1[N:7]=[CH:6][C:5]([C:8]2[N:9]=[C:10]([N:20]3[CH2:25][CH2:24][O:23][CH2:22][CH2:21]3)[C:11]3[S:16][C:15]([C:17](O)=[O:18])=[CH:14][C:12]=3[N:13]=2)=[CH:4][N:3]=1.C1N=CN(C(N2C=NC=C2)=O)C=1.O[N:39]=[C:40]([NH2:44])[CH2:41][CH2:42][OH:43]. The catalyst is CN(C=O)C.CCOC(C)=O.O. The product is [NH2:1][C:2]1[N:7]=[CH:6][C:5]([C:8]2[N:9]=[C:10]([N:20]3[CH2:21][CH2:22][O:23][CH2:24][CH2:25]3)[C:11]3[S:16][C:15]([C:17]4[O:18][N:44]=[C:40]([CH2:41][CH2:42][OH:43])[N:39]=4)=[CH:14][C:12]=3[N:13]=2)=[CH:4][N:3]=1. The yield is 0.0200. (8) The reactants are [Br:1][C:2]1[C:7]2=[N:8]S[N:10]=[C:6]2[C:5]([Br:11])=[CH:4][CH:3]=1.N1SN=C2C=CC=CC=12. The catalyst is [Zn].C(O)(=O)C.O. The product is [Br:1][C:2]1[C:7]([NH2:8])=[C:6]([NH2:10])[C:5]([Br:11])=[CH:4][CH:3]=1. The yield is 0.700. (9) The reactants are C(N(CC)CC)C.[CH3:8][S:9](Cl)(=[O:11])=[O:10].[O:13]1[CH2:17][CH:16]=[CH:15][C@H:14]1[C@@H:18]([OH:31])[CH2:19][NH:20][C:21](=[O:30])[O:22][CH2:23][C:24]1[CH:29]=[CH:28][CH:27]=[CH:26][CH:25]=1. The catalyst is ClCCl.O. The product is [CH3:8][S:9]([O:31][C@H:18]([C@@H:14]1[CH:15]=[CH:16][CH2:17][O:13]1)[CH2:19][NH:20][C:21]([O:22][CH2:23][C:24]1[CH:29]=[CH:28][CH:27]=[CH:26][CH:25]=1)=[O:30])(=[O:11])=[O:10]. The yield is 0.640. (10) The reactants are C([O:8][C:9]1[CH:30]=[C:29]([O:31]CC2C=CC=CC=2)[C:28]([CH:39]([CH3:41])[CH3:40])=[CH:27][C:10]=1[C:11]([NH:13][C:14]1[CH:19]=CC(OC)=[C:16]([N:22]([CH3:26])[CH2:23][CH2:24][CH3:25])[CH:15]=1)=O)C1C=CC=CC=1.COC1C=CC(P2(SP(C3C=CC([O:62][CH3:63])=CC=3)(=S)S2)=S)=CC=1.[NH2:64][NH2:65].C1N=CN(C(N2C=NC=C2)=O)C=1.O1[CH2:83][CH2:82][O:81][CH2:80]C1. The catalyst is C1(C)C=CC=CC=1.C(OCC)(=O)C.O. The product is [OH:62][C:63]1[N:13]([C:14]2[CH:19]=[CH:83][C:82]([O:81][CH3:80])=[C:16]([N:22]([CH3:26])[CH2:23][CH2:24][CH3:25])[CH:15]=2)[C:11]([C:10]2[CH:27]=[C:28]([CH:39]([CH3:40])[CH3:41])[C:29]([OH:31])=[CH:30][C:9]=2[OH:8])=[N:64][N:65]=1. The yield is 0.330.